This data is from HIV replication inhibition screening data with 41,000+ compounds from the AIDS Antiviral Screen. The task is: Binary Classification. Given a drug SMILES string, predict its activity (active/inactive) in a high-throughput screening assay against a specified biological target. The result is 0 (inactive). The drug is Cn1c(=O)c(S(C)=O)c(O)c2ccccc21.